Dataset: Forward reaction prediction with 1.9M reactions from USPTO patents (1976-2016). Task: Predict the product of the given reaction. (1) Given the reactants [F:1][C:2]([F:7])([CH3:6])[C:3](O)=[O:4].CN(C(ON1N=NC2C=CC=NC1=2)=[N+](C)C)C.F[P-](F)(F)(F)(F)F.CCN(C(C)C)C(C)C.[O-]S([O-])(=O)=O.[Na+].[Na+].[CH3:48][N:49]1[C:58]2[C:53](=[CH:54][N:55]=[C:56]([CH3:59])[CH:57]=2)[CH:52]=[C:51]([C:60]2[CH:61]=[C:62]([NH:67]/[C:68](/[NH2:71])=[N:69]/O)[CH:63]=[CH:64][C:65]=2[CH3:66])[C:50]1=[O:72], predict the reaction product. The product is: [F:1][C:2]([C:3]1[O:4][N:69]=[C:68]([NH:67][C:62]2[CH:63]=[CH:64][C:65]([CH3:66])=[C:60]([C:51]3[C:50](=[O:72])[N:49]([CH3:48])[C:58]4[C:53]([CH:52]=3)=[CH:54][N:55]=[C:56]([CH3:59])[CH:57]=4)[CH:61]=2)[N:71]=1)([F:7])[CH3:6]. (2) Given the reactants [C:1]([O:4][CH:5]([CH2:15][CH:16]=[C:17]([CH3:32])[CH2:18][CH2:19][CH2:20][CH:21]([CH3:31])[CH2:22][O:23][Si](C(C)(C)C)(C)C)[C:6]([CH3:14])=[CH:7][C:8]1[N:9]=[C:10]([CH3:13])[S:11][CH:12]=1)(=[O:3])[CH3:2].CO.CC1(C)C2(CS(O)(=O)=O)C(CC1CC2)=O.C(N(CC)CC)C, predict the reaction product. The product is: [C:1]([O:4][CH:5]([CH2:15][CH:16]=[C:17]([CH3:32])[CH2:18][CH2:19][CH2:20][CH:21]([CH3:31])[CH2:22][OH:23])[C:6]([CH3:14])=[CH:7][C:8]1[N:9]=[C:10]([CH3:13])[S:11][CH:12]=1)(=[O:3])[CH3:2]. (3) Given the reactants [N+:1]([C:4]1[CH:5]=[C:6]([S:13][CH2:14][CH2:15][CH2:16][CH2:17][N:18]2[C:26](=[O:27])[C:25]3[C:20](=[CH:21][CH:22]=[CH:23][CH:24]=3)[C:19]2=[O:28])[CH:7]=[C:8]([N+:10]([O-])=O)[CH:9]=1)([O-:3])=[O:2].Cl.[OH-].[Na+], predict the reaction product. The product is: [NH2:10][C:8]1[CH:7]=[C:6]([S:13][CH2:14][CH2:15][CH2:16][CH2:17][N:18]2[C:26](=[O:27])[C:25]3[C:20](=[CH:21][CH:22]=[CH:23][CH:24]=3)[C:19]2=[O:28])[CH:5]=[C:4]([N+:1]([O-:3])=[O:2])[CH:9]=1. (4) Given the reactants C(N(CC)CC)C.Cl.Cl.[NH2:10][C:11]1([C:16]([N:18]2[CH2:23][CH2:22][N:21]([CH3:24])[CH2:20][CH2:19]2)=[O:17])[CH2:15][CH2:14][CH2:13][CH2:12]1.[Cl:25][C:26]1[C:35]2[C:30](=[CH:31][CH:32]=[C:33]([S:36](Cl)(=[O:38])=[O:37])[CH:34]=2)[C:29]([Cl:40])=[CH:28][N:27]=1, predict the reaction product. The product is: [Cl:25][C:26]1[C:35]2[C:30](=[CH:31][CH:32]=[C:33]([S:36]([NH:10][C:11]3([C:16]([N:18]4[CH2:23][CH2:22][N:21]([CH3:24])[CH2:20][CH2:19]4)=[O:17])[CH2:15][CH2:14][CH2:13][CH2:12]3)(=[O:38])=[O:37])[CH:34]=2)[C:29]([Cl:40])=[CH:28][N:27]=1. (5) Given the reactants [CH2:1]([C:3]1[S:38][C:6]2[N:7]([CH2:13][C:14]3[CH:19]=[CH:18][C:17]([C:20]4[CH:25]=[CH:24][CH:23]=[CH:22][C:21]=4[C:26]4[N:30](COCCOC)[C:29](=[O:37])[O:28][N:27]=4)=[CH:16][CH:15]=3)[C:8](=[O:12])[NH:9][C:10](=[O:11])[C:5]=2[CH:4]=1)[CH3:2].Br[CH2:40][C:41]([C:43]1[CH:52]=[CH:51][CH:50]=[CH:49][C:44]=1[C:45]([O:47]C)=[O:46])=[O:42].CN(C)C=O.[H-].[Na+], predict the reaction product. The product is: [CH2:1]([C:3]1[S:38][C:6]2[N:7]([CH2:13][C:14]3[CH:15]=[CH:16][C:17]([C:20]4[CH:25]=[CH:24][CH:23]=[CH:22][C:21]=4[C:26]4[NH:30][C:29](=[O:37])[O:28][N:27]=4)=[CH:18][CH:19]=3)[C:8](=[O:12])[N:9]([CH2:40][C:41]([C:43]3[CH:52]=[CH:51][CH:50]=[CH:49][C:44]=3[C:45]([OH:47])=[O:46])=[O:42])[C:10](=[O:11])[C:5]=2[CH:4]=1)[CH3:2].